Dataset: Reaction yield outcomes from USPTO patents with 853,638 reactions. Task: Predict the reaction yield, written as a fraction of the theoretical maximum amount of product (1.0 means a 100% yield; for example, 0.34 means a 34% yield). The reactants are Cl[C:2]1[C:3]2[CH:10]=[C:9]([C:11]3[CH:16]=[CH:15][C:14]([F:17])=[CH:13][CH:12]=3)[S:8][C:4]=2[N:5]=[CH:6][N:7]=1.[Cl:18][C:19]1[CH:20]=[C:21]([CH:23]=[CH:24][C:25]=1[F:26])[NH2:22]. The catalyst is ClCCCl.CC(O)(C)C. The product is [Cl:18][C:19]1[CH:20]=[C:21]([NH:22][C:2]2[C:3]3[CH:10]=[C:9]([C:11]4[CH:16]=[CH:15][C:14]([F:17])=[CH:13][CH:12]=4)[S:8][C:4]=3[N:5]=[CH:6][N:7]=2)[CH:23]=[CH:24][C:25]=1[F:26]. The yield is 0.500.